From a dataset of Full USPTO retrosynthesis dataset with 1.9M reactions from patents (1976-2016). Predict the reactants needed to synthesize the given product. (1) Given the product [Br:23][C:24]1[CH:29]=[CH:28][C:27]([C:11]2[CH:12]=[CH:13][C:8]([N:7]([C:1]3[CH:6]=[CH:5][CH:4]=[CH:3][CH:2]=3)[C:17]3[CH:22]=[CH:21][CH:20]=[CH:19][CH:18]=3)=[CH:9][CH:10]=2)=[CH:26][C:25]=1[CH3:31], predict the reactants needed to synthesize it. The reactants are: [C:1]1([N:7]([C:17]2[CH:22]=[CH:21][CH:20]=[CH:19][CH:18]=2)[C:8]2[CH:13]=[CH:12][C:11](B(O)O)=[CH:10][CH:9]=2)[CH:6]=[CH:5][CH:4]=[CH:3][CH:2]=1.[Br:23][C:24]1[CH:29]=[CH:28][C:27](Br)=[CH:26][C:25]=1[CH3:31].C([O-])([O-])=O.[K+].[K+]. (2) The reactants are: [F:1][C:2]([F:48])([F:47])[C:3]1[CH:4]=[C:5]([C@H:13]2[O:17][C:16](=[O:18])[N:15]([CH2:19][C:20]3[C:25]([C:26]4[CH:27]=[C:28]([C:34]5[CH:39]=[CH:38][C:37]([C:40]([O:42][CH3:43])=[O:41])=[CH:36][C:35]=5[CH3:44])[CH:29]=[CH:30][C:31]=4[O:32][CH3:33])=[CH:24][CH:23]=[C:22](Cl)[N:21]=3)[C@H:14]2[CH3:46])[CH:6]=[C:7]([C:9]([F:12])([F:11])[F:10])[CH:8]=1.[C:49](B(O)O)([CH3:51])=[CH2:50].C(=O)([O-])[O-].[K+].[K+].C1COCC1. Given the product [F:1][C:2]([F:48])([F:47])[C:3]1[CH:4]=[C:5]([C@H:13]2[O:17][C:16](=[O:18])[N:15]([CH2:19][C:20]3[C:25]([C:26]4[CH:27]=[C:28]([C:34]5[CH:39]=[CH:38][C:37]([C:40]([O:42][CH3:43])=[O:41])=[CH:36][C:35]=5[CH3:44])[CH:29]=[CH:30][C:31]=4[O:32][CH3:33])=[CH:24][CH:23]=[C:22]([C:49]([CH3:51])=[CH2:50])[N:21]=3)[C@H:14]2[CH3:46])[CH:6]=[C:7]([C:9]([F:12])([F:11])[F:10])[CH:8]=1, predict the reactants needed to synthesize it.